From a dataset of Experimentally validated miRNA-target interactions with 360,000+ pairs, plus equal number of negative samples. Binary Classification. Given a miRNA mature sequence and a target amino acid sequence, predict their likelihood of interaction. The miRNA is hsa-miR-3929 with sequence GAGGCUGAUGUGAGUAGACCACU. The protein sequence of the target gene is MGCDGRVSGLLRRNLQPTLTYWSVFFSFGLCIAFLGPTLLDLRCQTHSSLPQISWVFFSQQLCLLLGSALGGVFKRTLAQSLWALFTSSLAISLVFAVIPFCRDVKVLASVMALAGLAMGCIDTVANMQLVRMYQKDSAVFLQVLHFFVGFGALLSPLIADPFLSEANCLPANSTANTTSRGHLFHVSRVLGQHHVDAKPWSNQTFPGLTPKDGAGTRVSYAFWIMALINLPVPMAVLMLLSKERLLTCCPQRRPLLLSADELALETQPPEKEDASSLPPKFQSHLGHEDLFSCCQRKNL.... Result: 1 (interaction).